Task: Predict the reaction yield, written as a fraction of the theoretical maximum amount of product (1.0 means a 100% yield; for example, 0.34 means a 34% yield).. Dataset: Reaction yield outcomes from USPTO patents with 853,638 reactions (1) The yield is 0.700. The catalyst is C1COCC1. The reactants are [F:1][C:2]1[CH:3]=[C:4]([OH:9])[CH:5]=[CH:6][C:7]=1[F:8].CC(C)([O-])C.[K+].Cl[CH2:17][C:18]([NH:20][CH:21]1[CH2:26][CH2:25][N:24]([CH2:27][C:28]2[CH:32]=[CH:31][N:30]([C:33]3[CH:38]=[CH:37][C:36]([C:39]([F:42])([F:41])[F:40])=[CH:35][CH:34]=3)[CH:29]=2)[CH2:23][CH2:22]1)=[O:19]. The product is [F:1][C:2]1[CH:3]=[C:4]([CH:5]=[CH:6][C:7]=1[F:8])[O:9][CH2:17][C:18]([NH:20][CH:21]1[CH2:26][CH2:25][N:24]([CH2:27][C:28]2[CH:32]=[CH:31][N:30]([C:33]3[CH:34]=[CH:35][C:36]([C:39]([F:41])([F:40])[F:42])=[CH:37][CH:38]=3)[CH:29]=2)[CH2:23][CH2:22]1)=[O:19]. (2) The reactants are [CH3:1][C:2]([O:5][C:6](=[O:26])[NH:7][CH2:8][CH2:9][C@@H:10]([O:16][C:17]1[CH:22]=[C:21]([Cl:23])[CH:20]=[CH:19][C:18]=1[C:24]#[N:25])[C:11]1[S:12][CH:13]=[CH:14][N:15]=1)([CH3:4])[CH3:3].[H-].[Na+].IC.[C:31](OCC)(=O)C. The catalyst is O1CCCC1.CCCC(C)C. The product is [CH3:4][C:2]([O:5][C:6](=[O:26])[N:7]([CH2:8][CH2:9][C@@H:10]([O:16][C:17]1[CH:22]=[C:21]([Cl:23])[CH:20]=[CH:19][C:18]=1[C:24]#[N:25])[C:11]1[S:12][CH:13]=[CH:14][N:15]=1)[CH3:31])([CH3:1])[CH3:3]. The yield is 0.980. (3) The reactants are [Br:1][C:2]1[CH:3]=[C:4]2[C:9](=[CH:10][C:11]=1[Cl:12])[N:8]=[C:7]([CH3:13])[N:6]=[C:5]2[N:14]1[CH2:19][CH2:18][N:17]([C:20]([O:22][C:23]([CH3:26])([CH3:25])[CH3:24])=[O:21])[CH:16]([C:27]([OH:29])=O)[CH2:15]1.CC[N:32](CC)CC.ClC(OCC)=O.N.O. The catalyst is C1COCC1. The product is [Br:1][C:2]1[CH:3]=[C:4]2[C:9](=[CH:10][C:11]=1[Cl:12])[N:8]=[C:7]([CH3:13])[N:6]=[C:5]2[N:14]1[CH2:19][CH2:18][N:17]([C:20]([O:22][C:23]([CH3:24])([CH3:26])[CH3:25])=[O:21])[CH:16]([C:27](=[O:29])[NH2:32])[CH2:15]1. The yield is 0.850. (4) The reactants are C[O:2][C:3]1[CH:4]=[C:5]2[C:9](=[CH:10][CH:11]=1)[C@H:8]([CH2:12][C:13]([O:15][CH2:16][CH3:17])=[O:14])[CH2:7][CH2:6]2.[Al+3].[Cl-].[Cl-].[Cl-].CCS. The catalyst is C(Cl)Cl. The product is [OH:2][C:3]1[CH:4]=[C:5]2[C:9](=[CH:10][CH:11]=1)[C@H:8]([CH2:12][C:13]([O:15][CH2:16][CH3:17])=[O:14])[CH2:7][CH2:6]2. The yield is 0.960. (5) The reactants are Br[CH2:2][CH2:3][CH3:4].[Cl:5][C:6]1N=[CH:8][C:9]2[NH:14][CH:13]=[CH:12][C:10]=2[N:11]=1.[C:15](=O)([O-])[O-].[Cs+].[Cs+]. The catalyst is CN(C=O)C. The product is [Cl:5][C:6]1[N:11]=[C:10]2[CH:12]=[CH:13][N:14]([CH2:2][CH2:3][CH3:4])[C:9]2=[CH:8][CH:15]=1. The yield is 0.860. (6) The reactants are [Br:1][C:2]1[CH:7]=[CH:6][C:5]([NH:8][C:9]2[C:10]([C:19](O)=[O:20])=[CH:11][C:12]3[NH:16][CH:15]=[N:14][C:13]=3[C:17]=2[F:18])=[C:4]([Cl:22])[CH:3]=1.C1C=[CH:25][C:26]2N(O)N=N[C:27]=2[CH:28]=1.C(N(CC)CC)C.Cl.C1([N:44](C)[OH:45])CC1.CCN=C=NCCCN(C)C. The catalyst is CN(C=O)C.C(OCC)(=O)C.O. The product is [CH:26]1([CH2:25][O:45][NH:44][C:19]([C:10]2[C:9]([NH:8][C:5]3[CH:6]=[CH:7][C:2]([Br:1])=[CH:3][C:4]=3[Cl:22])=[C:17]([F:18])[C:13]3[N:14]=[CH:15][NH:16][C:12]=3[CH:11]=2)=[O:20])[CH2:27][CH2:28]1. The yield is 0.890.